Dataset: Catalyst prediction with 721,799 reactions and 888 catalyst types from USPTO. Task: Predict which catalyst facilitates the given reaction. (1) Reactant: [C:1]([Si:5]([C:18]([CH3:21])([CH3:20])[CH3:19])([OH:17])[CH2:6][C:7]([O:9]CC1C=CC=CC=1)=[O:8])([CH3:4])([CH3:3])[CH3:2].[H][H]. Product: [C:18]([Si:5]([C:1]([CH3:4])([CH3:3])[CH3:2])([OH:17])[CH2:6][C:7]([OH:9])=[O:8])([CH3:20])([CH3:21])[CH3:19]. The catalyst class is: 99. (2) Reactant: [F:1][C:2]1[CH:3]=[C:4]([C@:13]2([NH:23][C:24](=[O:36])[NH:25][C:26]3[CH:27]=[C:28]([CH:33]=[CH:34][CH:35]=3)[C:29]([O:31]C)=[O:30])[C:18]3=[N:19][CH:20]=[CH:21][CH:22]=[C:17]3[O:16][CH2:15][CH2:14]2)[CH:5]=[CH:6][C:7]=1[O:8][C:9]([F:12])([F:11])[F:10].CO.[Li+].[OH-].Cl. Product: [F:1][C:2]1[CH:3]=[C:4]([C@:13]2([NH:23][C:24](=[O:36])[NH:25][C:26]3[CH:27]=[C:28]([CH:33]=[CH:34][CH:35]=3)[C:29]([OH:31])=[O:30])[C:18]3=[N:19][CH:20]=[CH:21][CH:22]=[C:17]3[O:16][CH2:15][CH2:14]2)[CH:5]=[CH:6][C:7]=1[O:8][C:9]([F:12])([F:10])[F:11]. The catalyst class is: 20. (3) Reactant: [C:1]1([C:11]([OH:13])=O)[C:10]2[CH2:9][CH2:8][CH2:7][CH2:6][C:5]=2[CH:4]=[CH:3][CH:2]=1.[CH2:14]([O:16][C:17]([C:19]1([NH2:29])[CH2:27][C:26]2[C:21](=[CH:22][CH:23]=[C:24]([F:28])[CH:25]=2)[CH2:20]1)=[O:18])[CH3:15].CN(C(ON1N=NC2C=CC=NC1=2)=[N+](C)C)C.F[P-](F)(F)(F)(F)F.CCN(C(C)C)C(C)C. Product: [CH2:14]([O:16][C:17]([C:19]1([NH:29][C:11]([C:1]2[C:10]3[CH2:9][CH2:8][CH2:7][CH2:6][C:5]=3[CH:4]=[CH:3][CH:2]=2)=[O:13])[CH2:27][C:26]2[C:21](=[CH:22][CH:23]=[C:24]([F:28])[CH:25]=2)[CH2:20]1)=[O:18])[CH3:15]. The catalyst class is: 3. (4) Reactant: [I:1][C:2]1[CH:3]=[N:4][NH:5][CH:6]=1.[F:7][C:8]([F:12])([F:11])[CH2:9]I.C([O-])([O-])=O.[Cs+].[Cs+]. Product: [I:1][C:2]1[CH:3]=[N:4][N:5]([CH2:9][C:8]([F:12])([F:11])[F:7])[CH:6]=1. The catalyst class is: 3.